From a dataset of Full USPTO retrosynthesis dataset with 1.9M reactions from patents (1976-2016). Predict the reactants needed to synthesize the given product. (1) Given the product [NH2:1][C:2]([C:4]1[CH:5]=[N:6][C:7]2[C:12]([C:13]=1[NH:14][C:15]1[CH:16]=[C:17]([CH:23]=[CH:24][CH:25]=1)[C:18]([OH:20])=[O:19])=[CH:11][CH:10]=[C:9]([C:26]1[C:27]([O:34][CH3:35])=[N:28][C:29]([O:32][CH3:33])=[N:30][CH:31]=1)[CH:8]=2)=[O:3], predict the reactants needed to synthesize it. The reactants are: [NH2:1][C:2]([C:4]1[CH:5]=[N:6][C:7]2[C:12]([C:13]=1[NH:14][C:15]1[CH:16]=[C:17]([CH:23]=[CH:24][CH:25]=1)[C:18]([O:20]CC)=[O:19])=[CH:11][CH:10]=[C:9]([C:26]1[C:27]([O:34][CH3:35])=[N:28][C:29]([O:32][CH3:33])=[N:30][CH:31]=1)[CH:8]=2)=[O:3].[OH-].[Na+]. (2) Given the product [Br:29][C:9]([C:10]1[CH:15]=[CH:14][CH:13]=[C:12]([O:16][CH2:17][CH2:18][CH2:19][O:20][CH3:21])[CH:11]=1)=[C:4]([NH:3][CH:1]=[O:2])[C:5]([O:7][CH3:8])=[O:6], predict the reactants needed to synthesize it. The reactants are: [CH:1]([NH:3][C:4](=[CH:9][C:10]1[CH:15]=[CH:14][CH:13]=[C:12]([O:16][CH2:17][CH2:18][CH2:19][O:20][CH3:21])[CH:11]=1)[C:5]([O:7][CH3:8])=[O:6])=[O:2].C1C(=O)N([Br:29])C(=O)C1.C(N(CC)CC)C.